This data is from Catalyst prediction with 721,799 reactions and 888 catalyst types from USPTO. The task is: Predict which catalyst facilitates the given reaction. (1) Reactant: [C:1]([O:4][C:5]1[CH:6]=[C:7]2[C:12](=[CH:13][C:14]=1[O:15][CH3:16])[N:11]=[CH:10][N:9]=[C:8]2[Cl:17])(=[O:3])[CH3:2].[Cl:18][C:19]1[C:20]([F:26])=[C:21]([CH:23]=[CH:24][CH:25]=1)[NH2:22]. Product: [ClH:17].[C:1]([O:4][C:5]1[CH:6]=[C:7]2[C:12](=[CH:13][C:14]=1[O:15][CH3:16])[N:11]=[CH:10][N:9]=[C:8]2[NH:22][C:21]1[CH:23]=[CH:24][CH:25]=[C:19]([Cl:18])[C:20]=1[F:26])(=[O:3])[CH3:2]. The catalyst class is: 32. (2) Reactant: [CH2:1]([O:8][C:9](=[O:21])[CH2:10][N:11]1[CH:20]=[C:14]2[CH2:15][N:16]([CH3:19])[CH2:17][CH2:18][C:13]2=[N:12]1)[C:2]1[CH:7]=[CH:6][CH:5]=[CH:4][CH:3]=1. Product: [CH2:1]([O:8][C:9](=[O:21])[CH2:10][N:11]1[C:20]2[CH2:14][CH2:15][N:16]([CH3:19])[CH2:17][C:18]=2[CH:13]=[N:12]1)[C:2]1[CH:3]=[CH:4][CH:5]=[CH:6][CH:7]=1. The catalyst class is: 5.